Dataset: NCI-60 drug combinations with 297,098 pairs across 59 cell lines. Task: Regression. Given two drug SMILES strings and cell line genomic features, predict the synergy score measuring deviation from expected non-interaction effect. (1) Drug 1: C1=NC2=C(N1)C(=S)N=C(N2)N. Drug 2: C1C(C(OC1N2C=NC(=NC2=O)N)CO)O. Cell line: EKVX. Synergy scores: CSS=34.7, Synergy_ZIP=7.18, Synergy_Bliss=7.49, Synergy_Loewe=4.34, Synergy_HSA=7.31. (2) Drug 1: CCCS(=O)(=O)NC1=C(C(=C(C=C1)F)C(=O)C2=CNC3=C2C=C(C=N3)C4=CC=C(C=C4)Cl)F. Drug 2: C1=CC(=CC=C1CC(C(=O)O)N)N(CCCl)CCCl.Cl. Cell line: RPMI-8226. Synergy scores: CSS=16.2, Synergy_ZIP=-4.09, Synergy_Bliss=6.99, Synergy_Loewe=-9.70, Synergy_HSA=0.293. (3) Drug 1: CC1CCC2CC(C(=CC=CC=CC(CC(C(=O)C(C(C(=CC(C(=O)CC(OC(=O)C3CCCCN3C(=O)C(=O)C1(O2)O)C(C)CC4CCC(C(C4)OC)OP(=O)(C)C)C)C)O)OC)C)C)C)OC. Drug 2: CNC(=O)C1=NC=CC(=C1)OC2=CC=C(C=C2)NC(=O)NC3=CC(=C(C=C3)Cl)C(F)(F)F. Cell line: HCT116. Synergy scores: CSS=65.2, Synergy_ZIP=5.65, Synergy_Bliss=5.50, Synergy_Loewe=5.74, Synergy_HSA=5.73. (4) Drug 1: CC1=C(C(=CC=C1)Cl)NC(=O)C2=CN=C(S2)NC3=CC(=NC(=N3)C)N4CCN(CC4)CCO. Drug 2: CC1=C(N=C(N=C1N)C(CC(=O)N)NCC(C(=O)N)N)C(=O)NC(C(C2=CN=CN2)OC3C(C(C(C(O3)CO)O)O)OC4C(C(C(C(O4)CO)O)OC(=O)N)O)C(=O)NC(C)C(C(C)C(=O)NC(C(C)O)C(=O)NCCC5=NC(=CS5)C6=NC(=CS6)C(=O)NCCC[S+](C)C)O. Cell line: BT-549. Synergy scores: CSS=21.0, Synergy_ZIP=-4.81, Synergy_Bliss=4.16, Synergy_Loewe=2.42, Synergy_HSA=2.82. (5) Synergy scores: CSS=11.0, Synergy_ZIP=-2.83, Synergy_Bliss=0.215, Synergy_Loewe=-6.83, Synergy_HSA=2.13. Drug 1: CC(CN1CC(=O)NC(=O)C1)N2CC(=O)NC(=O)C2. Drug 2: C1C(C(OC1N2C=NC(=NC2=O)N)CO)O. Cell line: NCI-H322M. (6) Drug 1: C1=CC(=C2C(=C1NCCNCCO)C(=O)C3=C(C=CC(=C3C2=O)O)O)NCCNCCO. Drug 2: CN(CC1=CN=C2C(=N1)C(=NC(=N2)N)N)C3=CC=C(C=C3)C(=O)NC(CCC(=O)O)C(=O)O. Cell line: SK-MEL-28. Synergy scores: CSS=41.8, Synergy_ZIP=2.50, Synergy_Bliss=4.49, Synergy_Loewe=-2.65, Synergy_HSA=3.30. (7) Cell line: SN12C. Drug 1: C1=CC(=CC=C1CC(C(=O)O)N)N(CCCl)CCCl.Cl. Synergy scores: CSS=8.20, Synergy_ZIP=-0.902, Synergy_Bliss=2.98, Synergy_Loewe=-1.21, Synergy_HSA=2.77. Drug 2: COCCOC1=C(C=C2C(=C1)C(=NC=N2)NC3=CC=CC(=C3)C#C)OCCOC.Cl.